Task: Predict the reactants needed to synthesize the given product.. Dataset: Full USPTO retrosynthesis dataset with 1.9M reactions from patents (1976-2016) (1) Given the product [CH2:12]([N:9]1[CH2:10][CH2:11][C:6]([S:19]([C:22]2[CH:27]=[CH:26][C:25]([O:28][CH2:29][CH2:30][CH2:31][CH3:32])=[CH:24][CH:23]=2)(=[O:21])=[O:20])([C:4]([OH:5])=[O:3])[CH2:7][CH2:8]1)[C:13]1[CH:14]=[CH:15][CH:16]=[CH:17][CH:18]=1, predict the reactants needed to synthesize it. The reactants are: C([O:3][C:4]([C:6]1([S:19]([C:22]2[CH:27]=[CH:26][C:25]([O:28][CH2:29][CH2:30][CH2:31][CH3:32])=[CH:24][CH:23]=2)(=[O:21])=[O:20])[CH2:11][CH2:10][N:9]([CH2:12][C:13]2[CH:18]=[CH:17][CH:16]=[CH:15][CH:14]=2)[CH2:8][CH2:7]1)=[O:5])C. (2) Given the product [NH2:56][C:53]1[S:54][CH:55]=[C:51](/[C:22](=[N:21]/[O:20][C:17]2([C:15]([OH:16])=[O:14])[CH2:19][CH2:18]2)/[C:23]([NH:25][C@@H:26]2[C:29](=[O:30])[N:28]([S:31]([O-:34])(=[O:33])=[O:32])[C@@H:27]2[CH2:35][N:36]2[N:40]=[C:39]([CH2:41][S:42][CH:43]3[CH2:44][N:45]4[CH:49]=[N:48][CH:47]=[N+:46]4[CH2:50]3)[CH:38]=[N:37]2)=[O:24])[N:52]=1, predict the reactants needed to synthesize it. The reactants are: C([O:14][C:15]([C:17]1([O:20]/[N:21]=[C:22](/[C:51]2[N:52]=[C:53]([NH:56]C(OC(C)(C)C)=O)[S:54][CH:55]=2)\[C:23]([NH:25][C@@H:26]2[C:29](=[O:30])[N:28]([S:31]([O-:34])(=[O:33])=[O:32])[C@@H:27]2[CH2:35][N:36]2[N:40]=[C:39]([CH2:41][S:42][CH:43]3[CH2:50][N:46]4[CH:47]=[N:48][CH:49]=[N+:45]4[CH2:44]3)[CH:38]=[N:37]2)=[O:24])[CH2:19][CH2:18]1)=[O:16])(C1C=CC=CC=1)C1C=CC=CC=1.C1(OC)C=CC=CC=1.C(O)(C(F)(F)F)=O. (3) Given the product [F:27][C:5]1[C:6]([N:8]2[CH2:13][CH2:12][CH:11]([CH:14]3[CH2:19][CH2:18][N:17]([C:20]([O:22][C:23]([CH3:26])([CH3:25])[CH3:24])=[O:21])[CH2:16][CH2:15]3)[CH2:10][CH2:9]2)=[N:7][C:2]([O:29][CH3:28])=[N:3][CH:4]=1, predict the reactants needed to synthesize it. The reactants are: Cl[C:2]1[N:7]=[C:6]([N:8]2[CH2:13][CH2:12][CH:11]([CH:14]3[CH2:19][CH2:18][N:17]([C:20]([O:22][C:23]([CH3:26])([CH3:25])[CH3:24])=[O:21])[CH2:16][CH2:15]3)[CH2:10][CH2:9]2)[C:5]([F:27])=[CH:4][N:3]=1.[CH3:28][O-:29].[K+]. (4) Given the product [C:1]1([C:7]#[C:8][C:18]([O:17][CH3:15])=[O:19])[CH:6]=[CH:5][CH:4]=[CH:3][CH:2]=1, predict the reactants needed to synthesize it. The reactants are: [C:1]1([C:7]#[CH:8])[CH:6]=[CH:5][CH:4]=[CH:3][CH:2]=1.ClC1C=[C:15]([OH:17])C=CC=1O.[CH3:18][OH:19]. (5) Given the product [CH:23]1([C:2]2[CH:3]=[C:4]([N+:14]([O-:16])=[O:15])[CH:5]=[C:6]3[C:10]=2[N:9]([CH2:11][CH2:12][CH3:13])[CH:8]=[CH:7]3)[CH2:25][CH2:24]1, predict the reactants needed to synthesize it. The reactants are: Br[C:2]1[CH:3]=[C:4]([N+:14]([O-:16])=[O:15])[CH:5]=[C:6]2[C:10]=1[N:9]([CH2:11][CH2:12][CH3:13])[CH:8]=[CH:7]2.C(=O)([O-])[O-].[Cs+].[Cs+].[CH:23]1(B(O)O)[CH2:25][CH2:24]1. (6) Given the product [S:24]1[CH:25]=[CH:26][N:27]=[C:23]1[NH:22][S:16]([C:13]1[CH:14]=[CH:15][C:10]([CH:6]2[CH2:7][CH2:8][CH2:9][N:5]2[C:3](=[O:4])[C:2]([F:21])([F:20])[F:1])=[CH:11][CH:12]=1)(=[O:18])=[O:17], predict the reactants needed to synthesize it. The reactants are: [F:1][C:2]([F:21])([F:20])[C:3]([N:5]1[CH2:9][CH2:8][CH2:7][CH:6]1[C:10]1[CH:15]=[CH:14][C:13]([S:16](Cl)(=[O:18])=[O:17])=[CH:12][CH:11]=1)=[O:4].[NH2:22][C:23]1[S:24][CH:25]=[CH:26][N:27]=1. (7) Given the product [ClH:39].[F:38][CH:2]([F:1])[O:3][C:4]1[CH:5]=[C:6]([N:10]2[CH:14]=[C:13]([C:15]([NH:17][C:18]3[CH:23]=[CH:22][C:21]([C@@H:24]4[O:29][CH2:28][CH2:27][NH:26][CH2:25]4)=[CH:20][C:19]=3[F:37])=[O:16])[CH:12]=[N:11]2)[CH:7]=[CH:8][CH:9]=1, predict the reactants needed to synthesize it. The reactants are: [F:1][CH:2]([F:38])[O:3][C:4]1[CH:5]=[C:6]([N:10]2[CH:14]=[C:13]([C:15]([NH:17][C:18]3[CH:23]=[CH:22][C:21]([C@@H:24]4[O:29][CH2:28][CH2:27][N:26](C(OC(C)(C)C)=O)[CH2:25]4)=[CH:20][C:19]=3[F:37])=[O:16])[CH:12]=[N:11]2)[CH:7]=[CH:8][CH:9]=1.[ClH:39].CCOCC. (8) Given the product [CH:19]1[CH:20]=[CH:3][N:28]=[C:7]([NH:8][S:9]([C:12]2[CH:13]=[CH:14][C:15]([N:18]=[N:48][C:46]3[CH:35]=[CH:34][C:32]([OH:33])=[C:31]([C:30]([OH:39])=[O:38])[CH:47]=3)=[CH:16][CH:17]=2)(=[O:10])=[O:11])[CH:6]=1, predict the reactants needed to synthesize it. The reactants are: CO[C:3]1[CH:20]=[CH:19][C:6]([CH2:7][NH:8][S:9]([C:12]2[CH:17]=[CH:16][C:15]([NH2:18])=[CH:14][CH:13]=2)(=[O:11])=[O:10])=CC=1.Cl.C(O[N:28]=O)CC(C)C.[C:30]([OH:39])(=[O:38])[C:31]1[C:32](=[CH:34][CH:35]=CC=1)[OH:33].C(=O)([O-])[O-].[K+].[K+].[C:46](#[N:48])[CH3:47]. (9) Given the product [P:1]([O:31][CH2:46][CH3:47])([O:30][CH2:37][CH3:38])([O:3][C:4]1[CH:9]=[C:8]([CH2:10][S:11](/[CH:14]=[CH:15]/[C:16]2[C:17]([O:26][CH3:27])=[CH:18][C:19]([O:24][CH3:25])=[CH:20][C:21]=2[O:22][CH3:23])(=[O:13])=[O:12])[CH:7]=[CH:6][C:5]=1[O:28][CH3:29])=[O:2], predict the reactants needed to synthesize it. The reactants are: [P:1]([OH:31])([OH:30])([O:3][C:4]1[CH:9]=[C:8]([CH2:10][S:11]([CH:14]=[CH:15][C:16]2[C:21]([O:22][CH3:23])=[CH:20][C:19]([O:24][CH3:25])=[CH:18][C:17]=2[O:26][CH3:27])(=[O:13])=[O:12])[CH:7]=[CH:6][C:5]=1[O:28][CH3:29])=[O:2].C(Br)(Br)(Br)Br.[CH2:37](N(CC)CC)[CH3:38].P([O-])(OCC)O[CH2:46][CH3:47].